This data is from KCNQ2 potassium channel screen with 302,405 compounds. The task is: Binary Classification. Given a drug SMILES string, predict its activity (active/inactive) in a high-throughput screening assay against a specified biological target. (1) The drug is S(=O)(=O)(NC=1NCN(CCN2CCOCC2)CN1)c1ccc(cc1)C. The result is 0 (inactive). (2) The compound is Clc1ccc(SCCn2ccnc2)cc1. The result is 0 (inactive). (3) The compound is S(=O)(=O)(Nc1c(OC)cc(OC)cc1)c1cc2c3N(CC2)C(=O)CCc3c1. The result is 0 (inactive). (4) The compound is O(c1c2c(nc(c1)c1cc(OC)ccc1)ccc(NC(=O)c1ccc(OC)cc1)c2)Cc1ccc(OC)cc1. The result is 0 (inactive).